Dataset: Full USPTO retrosynthesis dataset with 1.9M reactions from patents (1976-2016). Task: Predict the reactants needed to synthesize the given product. (1) Given the product [F:26][C:27]1[CH:28]=[CH:29][C:30]([NH:33][C@H:34]([C:35]2[CH:49]=[CH:48][C:38]([O:39][CH2:40][C:41]([O:43][C:44]([CH3:46])([CH3:47])[CH3:45])=[O:42])=[CH:37][CH:36]=2)[CH:9]([S:8][CH2:7][C:6]2[CH:5]=[CH:4][C:3]([O:2][CH3:1])=[CH:25][CH:24]=2)[C:10](=[O:11])[N:12]2[C@@H:16]([C:17]3[CH:18]=[CH:19][CH:20]=[CH:21][CH:22]=3)[CH2:15][O:14][C:13]2=[O:23])=[CH:31][CH:32]=1, predict the reactants needed to synthesize it. The reactants are: [CH3:1][O:2][C:3]1[CH:25]=[CH:24][C:6]([CH2:7][S:8][CH2:9][C:10]([N:12]2[C@@H:16]([C:17]3[CH:22]=[CH:21][CH:20]=[CH:19][CH:18]=3)[CH2:15][O:14][C:13]2=[O:23])=[O:11])=[CH:5][CH:4]=1.[F:26][C:27]1[CH:32]=[CH:31][C:30]([N:33]=[CH:34][C:35]2[CH:49]=[CH:48][C:38]([O:39][CH2:40][C:41]([O:43][C:44]([CH3:47])([CH3:46])[CH3:45])=[O:42])=[CH:37][CH:36]=2)=[CH:29][CH:28]=1.C(N(C(C)C)C(C)C)C.C(O)(C)C. (2) The reactants are: [Br:1][C:2]1[CH:3]=[C:4]([CH2:8][C:9]#[N:10])[CH:5]=[CH:6][CH:7]=1.[H-].[Na+].[CH3:13]I. Given the product [Br:1][C:2]1[CH:3]=[C:4]([CH:8]([CH3:13])[C:9]#[N:10])[CH:5]=[CH:6][CH:7]=1, predict the reactants needed to synthesize it. (3) Given the product [CH2:29]([C:31]([C:34]1[CH:39]=[CH:38][C:37]([O:40][S:15]([C:18]([F:21])([F:20])[F:19])(=[O:17])=[O:16])=[C:36]([CH3:41])[CH:35]=1)([C:42]1[CH:47]=[CH:46][C:45](/[CH:48]=[CH:49]/[C:50]2([OH:56])[CH2:55][CH2:54][S:53][CH2:52][CH2:51]2)=[C:44]([CH3:57])[CH:43]=1)[CH2:32][CH3:33])[CH3:30], predict the reactants needed to synthesize it. The reactants are: C(N(CC)CC)C.C1C=CC(N([S:15]([C:18]([F:21])([F:20])[F:19])(=[O:17])=[O:16])[S:15]([C:18]([F:21])([F:20])[F:19])(=[O:17])=[O:16])=CC=1.[CH2:29]([C:31]([C:42]1[CH:47]=[CH:46][C:45](/[CH:48]=[CH:49]/[C:50]2([OH:56])[CH2:55][CH2:54][S:53][CH2:52][CH2:51]2)=[C:44]([CH3:57])[CH:43]=1)([C:34]1[CH:39]=[CH:38][C:37]([OH:40])=[C:36]([CH3:41])[CH:35]=1)[CH2:32][CH3:33])[CH3:30].O.